From a dataset of Reaction yield outcomes from USPTO patents with 853,638 reactions. Predict the reaction yield, written as a fraction of the theoretical maximum amount of product (1.0 means a 100% yield; for example, 0.34 means a 34% yield). (1) The reactants are [N:1]1[CH:6]=[CH:5][CH:4]=[CH:3][C:2]=1[CH2:7][O:8][C:9]1[CH:16]=[CH:15][C:12]([CH:13]=O)=[CH:11][CH:10]=1.[N+:17]([CH3:20])([O-:19])=[O:18].C([O-])(=O)C.[NH4+]. The catalyst is C(O)(=O)C. The product is [N+:17](/[CH:20]=[CH:13]/[C:12]1[CH:15]=[CH:16][C:9]([O:8][CH2:7][C:2]2[CH:3]=[CH:4][CH:5]=[CH:6][N:1]=2)=[CH:10][CH:11]=1)([O-:19])=[O:18]. The yield is 0.970. (2) The reactants are I[C:2]1[C:10]2[C:5](=[N:6][CH:7]=[C:8]([C:11]3[CH:12]=[C:13]([O:17]S(C4C=CC(C)=CC=4)(=O)=O)[CH:14]=[CH:15][CH:16]=3)[CH:9]=2)[N:4](S(C2C=CC(C)=CC=2)(=O)=O)[CH:3]=1.C1(C)C=CC=CC=1P(C1C=CC=CC=1C)C1C=CC=CC=1C.C(N(CC)CC)C.[CH:67]([C:69]1[CH:74]=[CH:73][CH:72]=[CH:71][N:70]=1)=[CH2:68]. The catalyst is C([O-])(=O)C.[Pd+2].C([O-])(=O)C.CN(C=O)C. The product is [N:70]1[CH:71]=[CH:72][CH:73]=[CH:74][C:69]=1[CH:67]=[CH:68][C:2]1[C:10]2[C:5](=[N:6][CH:7]=[C:8]([C:11]3[CH:12]=[C:13]([OH:17])[CH:14]=[CH:15][CH:16]=3)[CH:9]=2)[NH:4][CH:3]=1. The yield is 0.350. (3) The reactants are [CH:1]([C:3]1[S:7][C:6]([NH:8][CH2:9][C:10]([OH:12])=O)=[N:5][CH:4]=1)=[O:2].ON1C2N=CC=CC=2N=N1.[NH2:23][C@@H:24]([CH3:45])[C:25]([NH:27][C@@H:28]([CH3:44])[C:29]([NH:31][C@@H:32]([CH2:36][C:37]1[CH:42]=[CH:41][C:40]([OH:43])=[CH:39][CH:38]=1)[C:33]([NH2:35])=[O:34])=[O:30])=[O:26].CN1CCOCC1.C(Cl)CCl. The catalyst is CN(C=O)C.CO. The product is [NH2:35][C:33](=[O:34])[C@@H:32]([NH:31][C:29](=[O:30])[C@@H:28]([NH:27][C:25](=[O:26])[C@@H:24]([NH:23][C:10](=[O:12])[CH2:9][NH:8][C:6]1[S:7][C:3]([CH:1]=[O:2])=[CH:4][N:5]=1)[CH3:45])[CH3:44])[CH2:36][C:37]1[CH:42]=[CH:41][C:40]([OH:43])=[CH:39][CH:38]=1. The yield is 0.340. (4) The reactants are Br[C:2]1[C:11]2[C:6](=[CH:7][CH:8]=[CH:9][CH:10]=2)[CH:5]=[C:4]([C:12]2C3C([C:19]4[CH:20]=[CH:21][CH:22]=[CH:23][C:24]=4[CH:25]=2)=CC=CC=3)[CH:3]=1.C([Li])CCC.[B:31](OC(C)C)([O:36]C(C)C)[O:32]C(C)C.Cl.[CH3:45][CH2:46][CH2:47][CH2:48][CH2:49][CH3:50]. The catalyst is ClCCl.C1COCC1. The product is [CH:23]1[C:24]2[CH:25]=[C:12]([C:4]3[CH:5]=[C:6]([B:31]([OH:36])[OH:32])[C:7]4[C:2](=[CH:11][CH:10]=[CH:9][CH:8]=4)[CH:3]=3)[C:46]3[C:47](=[CH:48][CH:49]=[CH:50][CH:45]=3)[C:19]=2[CH:20]=[CH:21][CH:22]=1. The yield is 0.370. (5) The catalyst is C(O)C.O. The yield is 0.890. The product is [C:18]([N:9]1[C@@H:10]([C:15]([OH:17])=[O:16])[C:11]([CH3:13])([CH3:12])[S:14][C@H:1]1[C:2]1[CH:7]=[CH:6][CH:5]=[CH:4][CH:3]=1)(=[O:20])[CH3:19]. The reactants are [CH:1](=O)[C:2]1[CH:7]=[CH:6][CH:5]=[CH:4][CH:3]=1.[NH2:9][C@@H:10]([C:15]([OH:17])=[O:16])[C:11]([SH:14])([CH3:13])[CH3:12].[C:18](OC(=O)C)(=[O:20])[CH3:19].